Dataset: Retrosynthesis with 50K atom-mapped reactions and 10 reaction types from USPTO. Task: Predict the reactants needed to synthesize the given product. (1) The reactants are: COc1cc(-c2ccccc2F)c(Cl)cc1C(=O)O.c1ccc2c(c1)Cn1cccc1CN2. Given the product COc1cc(-c2ccccc2F)c(Cl)cc1C(=O)N1Cc2cccn2Cc2ccccc21, predict the reactants needed to synthesize it. (2) The reactants are: CCN1CCC2(CCN(CCc3ccc([N+](=O)[O-])cc3)C2)C1. Given the product CCN1CCC2(CCN(CCc3ccc(N)cc3)C2)C1, predict the reactants needed to synthesize it. (3) Given the product CCS(=O)(=O)c1ccc(Cl)cc1CNC(=O)c1cc(Cl)c(CNCCCN)c(C(F)(F)F)c1, predict the reactants needed to synthesize it. The reactants are: CCS(=O)(=O)c1ccc(Cl)cc1CNC(=O)c1cc(Cl)c(COS(C)(=O)=O)c(C(F)(F)F)c1.NCCCN. (4) Given the product Cc1cc([N+](=O)[O-])ccc1Oc1cccc(C2(C(N)=O)CC2)c1, predict the reactants needed to synthesize it. The reactants are: Cc1cc([N+](=O)[O-])ccc1F.NC(=O)C1(c2cccc(O)c2)CC1. (5) The reactants are: ClCCCBr.O=C(O)c1ccccc1S. Given the product O=C(O)c1ccccc1SCCCCl, predict the reactants needed to synthesize it. (6) The reactants are: CCCCCCCCCCCCCCCCS(=O)(=O)Cl.Nc1cccc2ccc(O)cc12. Given the product CCCCCCCCCCCCCCCCS(=O)(=O)Nc1cccc2ccc(O)cc12, predict the reactants needed to synthesize it.